Binary Classification. Given a drug SMILES string, predict its activity (active/inactive) in a high-throughput screening assay against a specified biological target. From a dataset of M1 muscarinic receptor agonist screen with 61,833 compounds. The molecule is Brc1cc(c(OC(=O)c2cccnc2)cc1)C(OC)=O. The result is 0 (inactive).